From a dataset of NCI-60 drug combinations with 297,098 pairs across 59 cell lines. Regression. Given two drug SMILES strings and cell line genomic features, predict the synergy score measuring deviation from expected non-interaction effect. (1) Drug 1: C1=CN(C=N1)CC(O)(P(=O)(O)O)P(=O)(O)O. Drug 2: CCC1(C2=C(COC1=O)C(=O)N3CC4=CC5=C(C=CC(=C5CN(C)C)O)N=C4C3=C2)O.Cl. Cell line: BT-549. Synergy scores: CSS=15.2, Synergy_ZIP=-0.839, Synergy_Bliss=3.26, Synergy_Loewe=-12.6, Synergy_HSA=2.08. (2) Drug 1: C(CN)CNCCSP(=O)(O)O. Drug 2: C1C(C(OC1N2C=NC3=C2NC=NCC3O)CO)O. Cell line: OVCAR-5. Synergy scores: CSS=-7.68, Synergy_ZIP=1.34, Synergy_Bliss=-6.65, Synergy_Loewe=-6.50, Synergy_HSA=-9.72. (3) Drug 1: CN1C2=C(C=C(C=C2)N(CCCl)CCCl)N=C1CCCC(=O)O.Cl. Drug 2: C(CC(=O)O)C(=O)CN.Cl. Cell line: CAKI-1. Synergy scores: CSS=4.97, Synergy_ZIP=0.213, Synergy_Bliss=1.83, Synergy_Loewe=-7.04, Synergy_HSA=-4.01. (4) Drug 1: CC1=C(C=C(C=C1)NC2=NC=CC(=N2)N(C)C3=CC4=NN(C(=C4C=C3)C)C)S(=O)(=O)N.Cl. Drug 2: C1CCC(C(C1)N)N.C(=O)(C(=O)[O-])[O-].[Pt+4]. Cell line: MDA-MB-231. Synergy scores: CSS=8.70, Synergy_ZIP=-3.44, Synergy_Bliss=-2.04, Synergy_Loewe=-0.114, Synergy_HSA=0.112.